From a dataset of Full USPTO retrosynthesis dataset with 1.9M reactions from patents (1976-2016). Predict the reactants needed to synthesize the given product. (1) Given the product [CH3:37][S:38]([OH:41])(=[O:40])=[O:39].[Cl:34][C:31]1[S:30][C:29]([C:27]([NH:26][C:25]2[CH:24]=[CH:37][S:38][C:21]=2[C:19]([NH:18][C:15]2[CH:16]=[CH:17][C:12]([N:11]3[CH2:10][CH2:9][O:8][C:35]3=[NH:36])=[CH:13][CH:14]=2)=[O:20])=[O:28])=[CH:33][CH:32]=1, predict the reactants needed to synthesize it. The reactants are: [Si]([O:8][CH2:9][CH2:10][N:11]([C:35]#[N:36])[C:12]1[CH:17]=[CH:16][C:15]([NH:18][C:19]([C:21]2SC=[CH:24][C:25]=2[NH:26][C:27]([C:29]2[S:30][C:31]([Cl:34])=[CH:32][CH:33]=2)=[O:28])=[O:20])=[CH:14][CH:13]=1)(C(C)(C)C)(C)C.[CH3:37][S:38]([OH:41])(=[O:40])=[O:39]. (2) The reactants are: [C:1]([C:4]1[C:5]2[CH:12]=[C:11]([CH3:13])[CH:10]=[CH:9][C:6]=2[S:7][CH:8]=1)(O)=[O:2].Cl.C(OCC)(=O)C. Given the product [OH:2][CH2:1][C:4]1[C:5]2[CH:12]=[C:11]([CH3:13])[CH:10]=[CH:9][C:6]=2[S:7][CH:8]=1, predict the reactants needed to synthesize it. (3) Given the product [F:1][C:2]1([F:8])[CH2:7][CH2:6][N:5]([C:26]([N:22]2[CH2:21][CH2:20][C:19]3[C:24](=[CH:25][C:16]([C:14]4[CH:13]=[C:12]([N:38]5[CH2:39][CH2:40][N:41]([CH3:44])[CH2:42][CH2:43]5)[N:11]=[C:10]([NH2:9])[N:15]=4)=[CH:17][CH:18]=3)[CH2:23]2)=[O:27])[CH2:4][CH2:3]1, predict the reactants needed to synthesize it. The reactants are: [F:1][C:2]1([F:8])[CH2:7][CH2:6][NH:5][CH2:4][CH2:3]1.[NH2:9][C:10]1[N:15]=[C:14]([C:16]2[CH:25]=[C:24]3[C:19]([CH2:20][CH2:21][N:22]([C:26](OC4C=CC([N+]([O-])=O)=CC=4)=[O:27])[CH2:23]3)=[CH:18][CH:17]=2)[CH:13]=[C:12]([N:38]2[CH2:43][CH2:42][N:41]([CH3:44])[CH2:40][CH2:39]2)[N:11]=1.